The task is: Regression. Given a peptide amino acid sequence and an MHC pseudo amino acid sequence, predict their binding affinity value. This is MHC class II binding data.. This data is from Peptide-MHC class II binding affinity with 134,281 pairs from IEDB. (1) The peptide sequence is CDGRGKSTRSTTDSG. The MHC is DRB1_0404 with pseudo-sequence DRB1_0404. The binding affinity (normalized) is 0.275. (2) The peptide sequence is EVYEARLTKFKYLAG. The MHC is HLA-DQA10401-DQB10402 with pseudo-sequence HLA-DQA10401-DQB10402. The binding affinity (normalized) is 0.0837. (3) The peptide sequence is LHDLKIAIANIIDEI. The MHC is DRB4_0101 with pseudo-sequence DRB4_0103. The binding affinity (normalized) is 0.738. (4) The peptide sequence is AYPSVLGQTIRNSRW. The MHC is DRB1_0301 with pseudo-sequence DRB1_0301. The binding affinity (normalized) is 0.539. (5) The peptide sequence is TLTPMMSSKFPELGM. The MHC is DRB1_1201 with pseudo-sequence DRB1_1201. The binding affinity (normalized) is 0.616. (6) The peptide sequence is IVDRQWAQDLTLPWQ. The MHC is DRB1_0404 with pseudo-sequence DRB1_0404. The binding affinity (normalized) is 0. (7) The peptide sequence is IIVGRGDSRLTYQWH. The MHC is DRB1_1301 with pseudo-sequence QEFFIASGAAVDAIMESSFDYFDIDEATYHVVFT. The binding affinity (normalized) is 0.728. (8) The peptide sequence is DLQVGQVELGG. The MHC is HLA-DQA10102-DQB10604 with pseudo-sequence HLA-DQA10102-DQB10604. The binding affinity (normalized) is 0.